This data is from Forward reaction prediction with 1.9M reactions from USPTO patents (1976-2016). The task is: Predict the product of the given reaction. Given the reactants [ClH:1].CO[C:4](=O)[C@H:5]([CH2:7][SH:8])[NH2:6].C(=O)C(C)(C)C.C([N:18]([CH2:21][CH3:22])[CH2:19][CH3:20])C.S1CC[NH:25]C1.[CH:28]([O-:30])=[O:29].[Na+].C(OC(=O)C)(=O)C, predict the reaction product. The product is: [ClH:1].[ClH:1].[NH:25]=[C:21]([NH:18][CH2:19][CH2:20][S:8][CH2:7][C@@:5]([CH3:4])([C:28]([OH:30])=[O:29])[NH2:6])[CH3:22].